Dataset: Reaction yield outcomes from USPTO patents with 853,638 reactions. Task: Predict the reaction yield, written as a fraction of the theoretical maximum amount of product (1.0 means a 100% yield; for example, 0.34 means a 34% yield). (1) The reactants are [F:1][C:2]1[C:3]([O:12][CH3:13])=[C:4]([CH:6]=[C:7]([F:11])[C:8]=1[O:9][CH3:10])[NH2:5].[C:14](Cl)(Cl)=[O:15]. The catalyst is CCOC(C)=O. The product is [F:11][C:7]1[CH:6]=[C:4]([N:5]=[C:14]=[O:15])[C:3]([O:12][CH3:13])=[C:2]([F:1])[C:8]=1[O:9][CH3:10]. The yield is 0.960. (2) The reactants are [O:1]=[C:2]1[CH:7]=[CH:6][N:5]([C:8]2[CH:13]=[CH:12][CH:11]=[C:10]([C:14]([F:17])([F:16])[F:15])[CH:9]=2)[N:4]=[C:3]1[C:18]([O:20]C)=O.O.[NH2:23][NH2:24]. The catalyst is C(O)C. The product is [O:1]=[C:2]1[CH:7]=[CH:6][N:5]([C:8]2[CH:13]=[CH:12][CH:11]=[C:10]([C:14]([F:17])([F:16])[F:15])[CH:9]=2)[N:4]=[C:3]1[C:18]([NH:23][NH2:24])=[O:20]. The yield is 0.600. (3) The reactants are [F:1][C:2]1[CH:7]=[CH:6][C:5]([CH:8](O)[CH:9]([CH2:13][C:14]2[CH:19]=[CH:18][C:17]([C:20]([F:23])([F:22])[F:21])=[C:16]([F:24])[CH:15]=2)C(O)=O)=[CH:4][CH:3]=1.C1(P(N=[N+]=[N-])(C2C=CC=CC=2)=[O:33])C=CC=CC=1.C([N:45]([CH2:48]C)CC)C.[OH2:50]. The catalyst is O1CCCC1. The product is [F:1][C:2]1[CH:7]=[CH:6][C:5]([CH:8]2[O:50][C:48](=[O:33])[NH:45][CH:9]2[CH2:13][C:14]2[CH:19]=[CH:18][C:17]([C:20]([F:22])([F:21])[F:23])=[C:16]([F:24])[CH:15]=2)=[CH:4][CH:3]=1. The yield is 0.760.